From a dataset of Full USPTO retrosynthesis dataset with 1.9M reactions from patents (1976-2016). Predict the reactants needed to synthesize the given product. (1) Given the product [C:1]([N:5]1[CH:9]=[C:8]([NH2:10])[CH:7]=[N:6]1)([CH3:4])([CH3:3])[CH3:2], predict the reactants needed to synthesize it. The reactants are: [C:1]([N:5]1[CH:9]=[C:8]([N+:10]([O-])=O)[CH:7]=[N:6]1)([CH3:4])([CH3:3])[CH3:2].[H][H]. (2) Given the product [C:1]([C:3](=[CH:22][C:21]1[CH:24]=[CH:25][C:26]([OH:27])=[C:19]([OH:18])[CH:20]=1)[C:4]([NH:6][CH2:7][CH2:8][CH:9]([NH:12][C:13](=[O:17])[C:14]([C:15]#[N:16])=[CH:22][C:21]1[CH:24]=[CH:25][C:26]([OH:27])=[C:19]([OH:18])[CH:20]=1)[CH2:10][CH3:11])=[O:5])#[N:2], predict the reactants needed to synthesize it. The reactants are: [C:1]([CH2:3][C:4]([NH:6][CH2:7][CH2:8][CH:9]([NH:12][C:13](=[O:17])[CH2:14][C:15]#[N:16])[CH2:10][CH3:11])=[O:5])#[N:2].[OH:18][C:19]1[CH:20]=[C:21]([CH:24]=[CH:25][C:26]=1[OH:27])[CH:22]=O. (3) Given the product [Cl:1][C:2]1[CH:3]=[C:4]2[C:10]([CH3:12])([CH3:11])[C:9]([CH3:13])=[N:8][C:5]2=[N+:6]([CH2:15][CH2:14][CH2:20][S:17]([O-:19])(=[O:18])=[O:16])[CH:7]=1, predict the reactants needed to synthesize it. The reactants are: [Cl:1][C:2]1[CH:3]=[C:4]2[C:10]([CH3:12])([CH3:11])[C:9]([CH3:13])=[N:8][C:5]2=[N:6][CH:7]=1.[CH2:14]1[CH2:20][S:17](=[O:19])(=[O:18])[O:16][CH2:15]1. (4) Given the product [CH2:25]([O:24][C:22](=[O:23])[CH2:21][N:19]([CH3:20])[CH2:13][CH2:12][CH:11]([CH:15]=[O:16])[CH2:10][C:7]1[CH:8]=[CH:9][C:4]([C:3]([O:2][CH3:1])=[O:17])=[CH:5][CH:6]=1)[CH3:26], predict the reactants needed to synthesize it. The reactants are: [CH3:1][O:2][C:3](=[O:17])[C:4]1[CH:9]=[CH:8][C:7]([CH2:10][CH:11]([CH:15]=[O:16])[CH2:12][CH2:13]Br)=[CH:6][CH:5]=1.Cl.[NH:19]([CH2:21][C:22]([O:24][CH2:25][CH3:26])=[O:23])[CH3:20].C(=O)(O)[O-].[Na+].O. (5) Given the product [Br:1][C:2]1[CH:19]=[CH:18][C:5]([CH2:6][C:7]2[CH:8]=[N:31][N:30]([C:27]3[CH:28]=[CH:29][C:24]([O:23][C:22]([F:21])([F:33])[F:32])=[CH:25][CH:26]=3)[C:10]=2[CH:12]2[CH2:17][CH2:16][CH2:15][CH2:14][CH2:13]2)=[CH:4][CH:3]=1, predict the reactants needed to synthesize it. The reactants are: [Br:1][C:2]1[CH:19]=[CH:18][C:5]([CH2:6][CH:7]([C:10]([CH:12]2[CH2:17][CH2:16][CH2:15][CH2:14][CH2:13]2)=O)[CH:8]=O)=[CH:4][CH:3]=1.Cl.[F:21][C:22]([F:33])([F:32])[O:23][C:24]1[CH:29]=[CH:28][C:27]([NH:30][NH2:31])=[CH:26][CH:25]=1.C[O-].[Na+].